This data is from Forward reaction prediction with 1.9M reactions from USPTO patents (1976-2016). The task is: Predict the product of the given reaction. (1) Given the reactants [F:1][C:2]1[CH:3]=[C:4]([N:9]2[CH2:14][CH2:13][NH:12][CH2:11][CH2:10]2)[CH:5]=[CH:6][C:7]=1[F:8].Cl[CH2:16][CH2:17][N:18]1[C:27](=[O:28])[CH2:26][C:21]2([CH2:25][CH2:24][CH2:23][CH2:22]2)[CH2:20][C:19]1=[O:29], predict the reaction product. The product is: [F:1][C:2]1[CH:3]=[C:4]([N:9]2[CH2:14][CH2:13][N:12]([CH2:16][CH2:17][N:18]3[C:19](=[O:29])[CH2:20][C:21]4([CH2:25][CH2:24][CH2:23][CH2:22]4)[CH2:26][C:27]3=[O:28])[CH2:11][CH2:10]2)[CH:5]=[CH:6][C:7]=1[F:8]. (2) Given the reactants COC[O:4][C:5]1[CH:6]=[C:7]([CH:11]([CH3:17])[C:12]([O:14][CH2:15][CH3:16])=[O:13])[CH:8]=[CH:9][CH:10]=1.FC(F)(F)C(O)=O.C([O-])(O)=O.[Na+], predict the reaction product. The product is: [OH:4][C:5]1[CH:6]=[C:7]([CH:11]([CH3:17])[C:12]([O:14][CH2:15][CH3:16])=[O:13])[CH:8]=[CH:9][CH:10]=1. (3) Given the reactants [NH2:1][C:2]1[N:10]=[C:9]2[C:5]([NH:6][CH:7]=[N:8]2)=[C:4]([N:11]2[CH:16]=[CH:15][C:14](=[O:17])[CH:13]=[CH:12]2)[N:3]=1.[CH2:18](I)[CH2:19]C.C([O-])([O-])=O.[K+].[K+], predict the reaction product. The product is: [NH2:1][C:2]1[N:10]=[C:9]2[C:5]([N:6]=[CH:7][N:8]2[CH2:18][CH3:19])=[C:4]([N:11]2[CH:16]=[CH:15][C:14](=[O:17])[CH:13]=[CH:12]2)[N:3]=1. (4) Given the reactants [C:1]12([NH:9][CH2:8][C:7]3[CH:10]=[CH:11][C:12]([C:14]([O:16][CH3:17])=[O:15])=[CH:13][C:6]=3[O:5][CH2:4]1)[CH2:3][CH2:2]2.[C:18]1(B(O)O)[CH:23]=[CH:22][CH:21]=[CH:20][CH:19]=1.CCN(CC)CC, predict the reaction product. The product is: [C:18]1([N:9]2[C:1]3([CH2:2][CH2:3]3)[CH2:4][O:5][C:6]3[CH:13]=[C:12]([C:14]([O:16][CH3:17])=[O:15])[CH:11]=[CH:10][C:7]=3[CH2:8]2)[CH:23]=[CH:22][CH:21]=[CH:20][CH:19]=1.